Dataset: Forward reaction prediction with 1.9M reactions from USPTO patents (1976-2016). Task: Predict the product of the given reaction. (1) Given the reactants [Br:1][C:2]1[CH:7]=[CH:6][C:5]([Cl:8])=[C:4]([N+:9]([O-])=O)[CH:3]=1.[CH:12]([Mg]Br)=[CH2:13].[NH4+].[Cl-], predict the reaction product. The product is: [Br:1][C:2]1[CH:7]=[CH:6][C:5]([Cl:8])=[C:4]2[C:3]=1[CH:12]=[CH:13][NH:9]2. (2) Given the reactants CC[O:3][C:4]([C:6]1(CC)[CH2:11][N:10]([C:12]([O:14][C:15]([CH3:18])([CH3:17])[CH3:16])=[O:13])[C:9]2[CH:19]=[C:20]([Cl:23])[CH:21]=[CH:22][C:8]=2[O:7]1)=[O:5].[OH-].[Li+], predict the reaction product. The product is: [C:15]([O:14][C:12]([N:10]1[C:9]2[CH:19]=[C:20]([Cl:23])[CH:21]=[CH:22][C:8]=2[O:7][CH:6]([C:4]([OH:5])=[O:3])[CH2:11]1)=[O:13])([CH3:18])([CH3:16])[CH3:17].